This data is from Full USPTO retrosynthesis dataset with 1.9M reactions from patents (1976-2016). The task is: Predict the reactants needed to synthesize the given product. (1) Given the product [CH2:23]([O:22][C:20]([C:18]1[CH:19]=[N:15][N:16]([C:2]2[N:7]=[CH:6][C:5]([C:8]([O:10][C:11]([CH3:14])([CH3:13])[CH3:12])=[O:9])=[CH:4][CH:3]=2)[CH:17]=1)=[O:21])[CH3:24], predict the reactants needed to synthesize it. The reactants are: Cl[C:2]1[N:7]=[CH:6][C:5]([C:8]([O:10][C:11]([CH3:14])([CH3:13])[CH3:12])=[O:9])=[CH:4][CH:3]=1.[NH:15]1[CH:19]=[C:18]([C:20]([O:22][CH2:23][CH3:24])=[O:21])[CH:17]=[N:16]1.C(=O)([O-])[O-].[Cs+].[Cs+].O. (2) The reactants are: C(C(CCCC)C(O)CC(O)=O)C=C.[OH:15][C:16]([CH3:27])([CH:22]([CH3:26])[CH2:23][CH:24]=[CH2:25])[CH2:17][C:18]([O:20]C)=[O:19]. Given the product [OH:15][C:16]([CH3:27])([CH:22]([CH3:26])[CH2:23][CH:24]=[CH2:25])[CH2:17][C:18]([OH:20])=[O:19], predict the reactants needed to synthesize it. (3) Given the product [OH:12][CH2:11][C:3]1[CH:4]=[C:5]([C:7]([O:9][CH3:10])=[O:8])[CH:6]=[C:1]([CH:2]=1)[C:15]([O:17][CH3:18])=[O:16], predict the reactants needed to synthesize it. The reactants are: [C:1]1([C:15]([O:17][CH3:18])=[O:16])[CH:6]=[C:5]([C:7]([O:9][CH3:10])=[O:8])[CH:4]=[C:3]([C:11](OC)=[O:12])[CH:2]=1.[BH4-].[Na+].CO. (4) Given the product [CH3:24][CH2:25][N:19]([C:17](/[C:16](/[C:20]#[N:21])=[CH:5]/[C:4]1[CH:3]=[C:2]([OH:1])[C:9]([OH:10])=[C:8]([N+:11]([O-:13])=[O:12])[CH:7]=1)=[O:18])[CH2:32][CH3:33], predict the reactants needed to synthesize it. The reactants are: [OH:1][C:2]1[CH:3]=[C:4]([CH:7]=[C:8]([N+:11]([O-:13])=[O:12])[C:9]=1[OH:10])[CH:5]=O.C([C:16](CC)([C:20]#[N:21])[C:17]([NH2:19])=[O:18])C.[C:24]1(C)C=CC=C[CH:25]=1.N1CCC[CH2:33][CH2:32]1. (5) Given the product [Br:1][C:2]1[CH:3]=[N:4][C:5]2[N:6]([N:8]=[C:9]([C:11]([N:24]3[CH2:23][CH:22]=[C:21]([C:16]4[CH:17]=[CH:18][CH:19]=[CH:20][C:15]=4[F:14])[CH2:26][CH2:25]3)=[O:13])[CH:10]=2)[CH:7]=1, predict the reactants needed to synthesize it. The reactants are: [Br:1][C:2]1[CH:3]=[N:4][C:5]2[N:6]([N:8]=[C:9]([C:11]([OH:13])=O)[CH:10]=2)[CH:7]=1.[F:14][C:15]1[CH:20]=[CH:19][CH:18]=[CH:17][C:16]=1[C:21]1[CH2:22][CH2:23][NH:24][CH2:25][CH:26]=1.